Dataset: Forward reaction prediction with 1.9M reactions from USPTO patents (1976-2016). Task: Predict the product of the given reaction. (1) The product is: [Br:1][C:2]1[CH:3]=[CH:4][CH:5]=[C:6]([O:8][CH:11]2[CH2:12][O:9][CH2:10]2)[N:7]=1. Given the reactants [Br:1][C:2]1[N:7]=[C:6]([OH:8])[CH:5]=[CH:4][CH:3]=1.[O:9]1[CH2:12][CH:11](O)[CH2:10]1.C1(P(C2C=CC=CC=2)C2C=CC=CC=2)C=CC=CC=1.CC(OC(/N=N/C(OC(C)C)=O)=O)C, predict the reaction product. (2) Given the reactants C([O:8][CH2:9][CH2:10][S:11]([NH:14][C:15]([C:17]1[CH:22]=[CH:21][C:20]([C:23]2[CH:28]=[CH:27][C:26]([CH2:29][CH2:30][N:31]([CH2:39][C@H:40]([OH:50])[C:41]3[CH:46]=[CH:45][C:44]([N+:47]([O-])=O)=[CH:43][CH:42]=3)[C:32](=[O:38])[O:33][C:34]([CH3:37])([CH3:36])[CH3:35])=[CH:25][CH:24]=2)=[CH:19][C:18]=1[O:51][CH:52]1[CH2:57][CH2:56][CH2:55][CH2:54][CH2:53]1)=[O:16])(=[O:13])=[O:12])C1C=CC=CC=1.C([O-])=O.[NH4+].CO, predict the reaction product. The product is: [NH2:47][C:44]1[CH:45]=[CH:46][C:41]([C@@H:40]([OH:50])[CH2:39][N:31]([CH2:30][CH2:29][C:26]2[CH:27]=[CH:28][C:23]([C:20]3[CH:21]=[CH:22][C:17]([C:15]([NH:14][S:11]([CH2:10][CH2:9][OH:8])(=[O:13])=[O:12])=[O:16])=[C:18]([O:51][CH:52]4[CH2:53][CH2:54][CH2:55][CH2:56][CH2:57]4)[CH:19]=3)=[CH:24][CH:25]=2)[C:32](=[O:38])[O:33][C:34]([CH3:35])([CH3:37])[CH3:36])=[CH:42][CH:43]=1. (3) The product is: [C:10]1([C@H:16]([NH:18][CH:3]=[C:4]2[CH2:8][CH2:7][O:6][C:5]2=[O:9])[CH3:17])[CH:15]=[CH:14][CH:13]=[CH:12][CH:11]=1. Given the reactants [Na].O[CH:3]=[C:4]1[CH2:8][CH2:7][O:6][C:5]1=[O:9].[C:10]1([C@H:16]([NH2:18])[CH3:17])[CH:15]=[CH:14][CH:13]=[CH:12][CH:11]=1, predict the reaction product. (4) Given the reactants [N:1]1[C:9]2[C:4](=[N:5][CH:6]=[CH:7][CH:8]=2)[NH:3][C:2]=1[C:10]1[C:11]([O:20][CH3:21])=[CH:12][C:13]([O:18][CH3:19])=[C:14]([CH:17]=1)[CH:15]=O.[C:22]([C:25]1[CH:33]=[CH:32][C:28]([C:29]([OH:31])=[O:30])=[CH:27][CH:26]=1)(=[O:24])[CH3:23], predict the reaction product. The product is: [N:1]1[C:9]2[C:4](=[N:5][CH:6]=[CH:7][CH:8]=2)[NH:3][C:2]=1[C:10]1[C:11]([O:20][CH3:21])=[CH:12][C:13]([O:18][CH3:19])=[C:14](/[CH:15]=[CH:23]/[C:22]([C:25]2[CH:33]=[CH:32][C:28]([C:29]([OH:31])=[O:30])=[CH:27][CH:26]=2)=[O:24])[CH:17]=1. (5) Given the reactants [C:1]([C:4]1[C:12]2[O:11][C:10]([C:13]3[CH:18]=[CH:17][C:16]([C:19]4([NH:23]C(=O)OC(C)(C)C)[CH2:22][CH2:21][CH2:20]4)=[CH:15][CH:14]=3)=[C:9]([C:31]3[CH:36]=[CH:35][CH:34]=[CH:33][CH:32]=3)[C:8]=2[CH:7]=[CH:6][CH:5]=1)(=[O:3])[NH2:2].Cl, predict the reaction product. The product is: [NH2:23][C:19]1([C:16]2[CH:17]=[CH:18][C:13]([C:10]3[O:11][C:12]4[C:4]([C:1]([NH2:2])=[O:3])=[CH:5][CH:6]=[CH:7][C:8]=4[C:9]=3[C:31]3[CH:36]=[CH:35][CH:34]=[CH:33][CH:32]=3)=[CH:14][CH:15]=2)[CH2:20][CH2:21][CH2:22]1. (6) Given the reactants [CH3:1][C:2]1[N:3](C(OCC(C)C)=O)[C:4]2[C:5]([N:21]=1)=[N:6][CH:7]=[C:8]([C:10]1[CH:11]=[CH:12][C:13]3[O:19][CH2:18][CH2:17][NH:16][CH2:15][C:14]=3[CH:20]=1)[CH:9]=2.Cl[C:30]1[C:39]2[CH2:38][C:37]([CH3:41])([CH3:40])[CH2:36][CH2:35][C:34]=2[N:33]=[C:32]([CH2:42][N:43]([CH2:54][CH2:55][F:56])C(=O)OCC2C=CC=CC=2)[N:31]=1, predict the reaction product. The product is: [CH3:40][C:37]1([CH3:41])[CH2:36][CH2:35][C:34]2[N:33]=[C:32]([CH2:42][NH:43][CH2:54][CH2:55][F:56])[N:31]=[C:30]([N:16]3[CH2:15][C:14]4[CH:20]=[C:10]([C:8]5[CH:9]=[C:4]6[NH:3][C:2]([CH3:1])=[N:21][C:5]6=[N:6][CH:7]=5)[CH:11]=[CH:12][C:13]=4[O:19][CH2:18][CH2:17]3)[C:39]=2[CH2:38]1. (7) The product is: [CH3:17][O:16][CH2:15][O:14][C:12]1[CH:11]=[CH:10][C:9]([C:18](=[O:39])[C:19]2[CH:24]=[CH:23][C:22]([O:25][CH2:26][C:27]3[N:28]=[C:29]([C:33]4[CH:38]=[CH:37][CH:36]=[CH:35][CH:34]=4)[O:30][C:31]=3[CH3:32])=[CH:21][CH:20]=2)=[C:8]([CH:13]=1)[O:7][CH2:6][C:5]([OH:42])=[O:4]. Given the reactants C([O:4][CH2:5][CH2:6][O:7][C:8]1[CH:13]=[C:12]([O:14][CH2:15][O:16][CH3:17])[CH:11]=[CH:10][C:9]=1[C:18](=[O:39])[C:19]1[CH:24]=[CH:23][C:22]([O:25][CH2:26][C:27]2[N:28]=[C:29]([C:33]3[CH:38]=[CH:37][CH:36]=[CH:35][CH:34]=3)[O:30][C:31]=2[CH3:32])=[CH:21][CH:20]=1)(=O)C.C([OH:42])C.O.[OH-].[Li+].Cl, predict the reaction product. (8) Given the reactants Cl[C:2]1[CH:11]=[CH:10][N:9]=[C:8]2[C:3]=1[CH:4]=[CH:5][C:6]([CH3:12])=[N:7]2.[NH2:13][C:14]1[CH:19]=[C:18]([NH:20][CH2:21][C:22]2[CH:27]=[CH:26][CH:25]=[CH:24][CH:23]=2)[CH:17]=[CH:16][C:15]=1[S:28][C:29]1[CH:34]=[CH:33][C:32]([OH:35])=[CH:31][CH:30]=1, predict the reaction product. The product is: [CH2:21]([NH:20][C:18]1[CH:17]=[CH:16][C:15]([S:28][C:29]2[CH:30]=[CH:31][C:32]([OH:35])=[CH:33][CH:34]=2)=[C:14]([NH:13][C:2]2[C:3]3[C:8](=[N:7][C:6]([CH3:12])=[CH:5][CH:4]=3)[N:9]=[CH:10][CH:11]=2)[CH:19]=1)[C:22]1[CH:23]=[CH:24][CH:25]=[CH:26][CH:27]=1. (9) Given the reactants Br[C:2]1[CH:3]=[C:4]([N:8]2[C:16]3[CH:15]=[CH:14][N:13]=[C:12]([NH:17][CH3:18])[C:11]=3[C:10]([C:19]([O:21][CH3:22])=[O:20])=[N:9]2)[CH:5]=[CH:6][CH:7]=1.[C:23]([C@:25]1([OH:32])[CH2:29][CH2:28][N:27]([CH3:30])[C:26]1=[O:31])#[CH:24], predict the reaction product. The product is: [OH:32][C@@:25]1([C:23]#[C:24][C:2]2[CH:3]=[C:4]([N:8]3[C:16]4[CH:15]=[CH:14][N:13]=[C:12]([NH:17][CH3:18])[C:11]=4[C:10]([C:19]([O:21][CH3:22])=[O:20])=[N:9]3)[CH:5]=[CH:6][CH:7]=2)[CH2:29][CH2:28][N:27]([CH3:30])[C:26]1=[O:31]. (10) Given the reactants [CH3:1][C:2]1[NH:3][CH:4]=[CH:5][N:6]=1.Br[CH2:8][CH2:9][N:10]1[C:14](=[O:15])[C:13]2=[CH:16][CH:17]=[CH:18][CH:19]=[C:12]2[C:11]1=[O:20].C(=O)([O-])[O-].[K+].[K+], predict the reaction product. The product is: [CH3:1][C:2]1[N:3]([CH2:8][CH2:9][N:10]2[C:11](=[O:20])[C:12]3[C:13](=[CH:16][CH:17]=[CH:18][CH:19]=3)[C:14]2=[O:15])[CH:4]=[CH:5][N:6]=1.